From a dataset of Reaction yield outcomes from USPTO patents with 853,638 reactions. Predict the reaction yield, written as a fraction of the theoretical maximum amount of product (1.0 means a 100% yield; for example, 0.34 means a 34% yield). (1) The reactants are [CH2:1]([OH:4])[CH2:2][OH:3].[Na].Br[C:7]1[N:14]=[C:13]([NH2:15])[CH:12]=[C:11]([NH2:16])[C:8]=1[C:9]#[N:10]. The catalyst is O. The product is [NH2:16][C:11]1[C:8]([C:9]#[N:10])=[C:7]([O:3][CH2:2][CH2:1][OH:4])[N:14]=[C:13]([NH2:15])[CH:12]=1. The yield is 0.440. (2) The reactants are [CH3:1][O:2][CH2:3][CH2:4][O:5][C:6]1[CH:7]=[C:8]2[C:13](=[CH:14][C:15]=1[O:16][CH2:17][CH2:18][O:19][CH3:20])[N:12]=[CH:11][CH:10]=[C:9]2[OH:21].[F:22][C:23]1[CH:24]=[C:25]([N+:30]([O-:32])=[O:31])[CH:26]=[CH:27][C:28]=1F.C(=O)([O-])[O-].[Cs+].[Cs+]. The catalyst is CN(C=O)C. The product is [F:22][C:23]1[CH:24]=[C:25]([N+:30]([O-:32])=[O:31])[CH:26]=[CH:27][C:28]=1[O:21][C:9]1[C:8]2[C:13](=[CH:14][C:15]([O:16][CH2:17][CH2:18][O:19][CH3:20])=[C:6]([O:5][CH2:4][CH2:3][O:2][CH3:1])[CH:7]=2)[N:12]=[CH:11][CH:10]=1. The yield is 0.270. (3) The reactants are [CH:1]1([CH2:4][C:5](=O)/[C:6](/[C:11]2[CH:16]=[CH:15][N:14]=[C:13]([S:17][CH3:18])[N:12]=2)=[CH:7]\[N:8](C)[CH3:9])[CH2:3][CH2:2]1.C(O)(=O)C.C(N)=[NH:25].C([O-])([O-])=O.[K+].[K+]. The catalyst is CN(C=O)C. The product is [CH:1]1([CH2:4][C:5]2[C:6]([C:11]3[CH:16]=[CH:15][N:14]=[C:13]([S:17][CH3:18])[N:12]=3)=[CH:7][N:8]=[CH:9][N:25]=2)[CH2:3][CH2:2]1. The yield is 0.294. (4) The reactants are [F:1][C:2]1[CH:7]=[C:6]([C:8]([F:11])([F:10])[F:9])[CH:5]=[CH:4][C:3]=1[C:12]1[C:13]2[CH2:20][CH2:19][CH:18]([CH2:21][C:22]([N:24]([CH3:26])[CH3:25])=[O:23])[C:14]=2[CH:15]=[N:16][CH:17]=1.N1CC[CH2:29][CH2:28]1. No catalyst specified. The product is [F:1][C:2]1[CH:7]=[C:6]([C:8]([F:11])([F:9])[F:10])[CH:5]=[CH:4][C:3]=1[C:12]1[C:13]2[CH2:20][CH2:19][CH:18]([CH2:21][C:22]([N:24]3[CH2:25][CH2:29][CH2:28][CH2:26]3)=[O:23])[C:14]=2[CH:15]=[N:16][CH:17]=1. The yield is 0.0900. (5) The reactants are [Cl:1][C:2]1[CH:3]=[C:4]2[C:9](=[CH:10][CH:11]=1)[N:8]=[C:7]([O:12][CH3:13])[C:6]([NH:14][C:15](=[O:19])OCC)=[N:5]2.[CH3:20][C:21]1[CH:22]=[C:23]([N:27]2[CH2:32][CH2:31][NH:30][CH2:29][CH2:28]2)[CH:24]=[CH:25][CH:26]=1. No catalyst specified. The product is [Cl:1][C:2]1[CH:3]=[C:4]2[C:9](=[CH:10][CH:11]=1)[N:8]=[C:7]([O:12][CH3:13])[C:6]([NH:14][C:15]([N:30]1[CH2:31][CH2:32][N:27]([C:23]3[CH:24]=[CH:25][CH:26]=[C:21]([CH3:20])[CH:22]=3)[CH2:28][CH2:29]1)=[O:19])=[N:5]2. The yield is 0.900. (6) The reactants are Br[C:2]1[CH:3]=[CH:4][C:5]2[N:6]([C:15]3[CH:20]=[CH:19][CH:18]=[CH:17][CH:16]=3)[C:7]3[C:12]([C:13]=2[CH:14]=1)=[CH:11][CH:10]=[CH:9][CH:8]=3.C([Li])CCC.[B:26](OC)([O:29]C)[O:27]C.Cl. The catalyst is O1CCCC1. The product is [C:7]1([N:6]2[C:5]3[CH:13]=[CH:14][C:2]([B:26]([OH:29])[OH:27])=[CH:3][C:4]=3[C:20]3[C:15]2=[CH:16][CH:17]=[CH:18][CH:19]=3)[CH:12]=[CH:11][CH:10]=[CH:9][CH:8]=1. The yield is 0.860. (7) The reactants are [C:1](OCC[C@@H](OS(C)(=O)=O)C)(=[O:8])[C:2]1C=CC=[CH:4][CH:3]=1.CN(C)C=O.[OH:24][C:25]1[CH:34]=[C:33]2[C:28]([CH:29]=[C:30]([NH:35][C:36]([CH:38]3[CH2:40][CH2:39]3)=[O:37])[N:31]=[CH:32]2)=[CH:27][CH:26]=1.C(=O)([O-])[O-].[Cs+].[Cs+].[OH-].[K+].C(O)(=O)CC(CC(O)=O)(C(O)=O)O. The catalyst is CO. The product is [OH:8][CH2:1][CH2:2][C@H:3]([O:24][C:25]1[CH:34]=[C:33]2[C:28]([CH:29]=[C:30]([NH:35][C:36]([CH:38]3[CH2:39][CH2:40]3)=[O:37])[N:31]=[CH:32]2)=[CH:27][CH:26]=1)[CH3:4]. The yield is 0.450.